Dataset: Full USPTO retrosynthesis dataset with 1.9M reactions from patents (1976-2016). Task: Predict the reactants needed to synthesize the given product. (1) Given the product [Cl:6][C:7]1[CH:13]=[CH:12][C:10]([NH:11][C:1](=[O:5])[C:2]#[CH:3])=[CH:9][CH:8]=1, predict the reactants needed to synthesize it. The reactants are: [C:1]([OH:5])(=O)[C:2]#[CH:3].[Cl:6][C:7]1[CH:13]=[CH:12][C:10]([NH2:11])=[CH:9][CH:8]=1.ClCCl.CO.N. (2) Given the product [N:1]1[N:5]2[N:6]=[CH:7][C:8]([C:20]([O-:19])=[O:15])=[CH:9][C:4]2=[CH:3][CH:2]=1.[Li+:14], predict the reactants needed to synthesize it. The reactants are: [N:1]1[N:5]2[N:6]=[CH:7][CH:8]=[CH:9][C:4]2=[C:3](C(OC)=O)[CH:2]=1.[Li+:14].[OH-:15].C1[CH2:20][O:19]CC1. (3) Given the product [Cl:23][C:17](=[O:19])[CH2:16][C@@H:12]1[CH2:13][CH2:14][CH2:15][N:11]1[C:9]([O:8][CH2:1][C:2]1[CH:7]=[CH:6][CH:5]=[CH:4][CH:3]=1)=[O:10], predict the reactants needed to synthesize it. The reactants are: [CH2:1]([O:8][C:9]([N:11]1[CH2:15][CH2:14][CH2:13][C@H:12]1[CH2:16][C:17]([OH:19])=O)=[O:10])[C:2]1[CH:7]=[CH:6][CH:5]=[CH:4][CH:3]=1.C(Cl)(=O)C([Cl:23])=O. (4) Given the product [CH3:5][O:6][C:7](=[O:38])[CH2:8][C:9]1[CH:14]=[C:13]([Br:15])[C:12]([O:16][C:17]2[CH:22]=[C:21]([CH:23]([CH3:25])[CH3:24])[C:20]([O:26][CH3:27])=[CH:19][C:18]=2[CH:28]([Cl:3])[C:29]2[CH:34]=[CH:33][CH:32]=[CH:31][C:30]=2[CH3:35])=[C:11]([Br:37])[CH:10]=1, predict the reactants needed to synthesize it. The reactants are: S(Cl)([Cl:3])=O.[CH3:5][O:6][C:7](=[O:38])[CH2:8][C:9]1[CH:14]=[C:13]([Br:15])[C:12]([O:16][C:17]2[CH:22]=[C:21]([CH:23]([CH3:25])[CH3:24])[C:20]([O:26][CH3:27])=[CH:19][C:18]=2[CH:28](O)[C:29]2[CH:34]=[CH:33][CH:32]=[CH:31][C:30]=2[CH3:35])=[C:11]([Br:37])[CH:10]=1. (5) Given the product [Br:32][CH2:33][CH2:34][N:23]1[C:24]2[CH:29]=[CH:28][CH:27]=[CH:26][C:25]=2[N:21]([C:15]2[CH:16]=[CH:17][CH:18]=[CH:19][CH:20]=2)[S:22]1(=[O:30])=[O:31], predict the reactants needed to synthesize it. The reactants are: N(C(OC(C)C)=O)=NC(OC(C)C)=O.[C:15]1([N:21]2[C:25]3[CH:26]=[CH:27][CH:28]=[CH:29][C:24]=3[NH:23][S:22]2(=[O:31])=[O:30])[CH:20]=[CH:19][CH:18]=[CH:17][CH:16]=1.[Br:32][CH2:33][CH2:34]O.C1(P(C2C=CC=CC=2)C2C=CC=CC=2)C=CC=CC=1. (6) Given the product [OH:1][C:2]1[C:11]2[C:6](=[CH:7][CH:8]=[CH:9][CH:10]=2)[C:5]([NH:17][OH:18])([CH2:12][CH2:13][CH:14]([CH3:16])[CH3:15])[C:4](=[O:19])[C:3]=1[C:20]1[NH:25][C:24]2[CH:26]=[CH:27][C:28]([N:30]([CH2:35][C:36]([OH:38])=[O:37])[S:31]([CH3:34])(=[O:33])=[O:32])=[CH:29][C:23]=2[S:22](=[O:41])(=[O:42])[N:21]=1, predict the reactants needed to synthesize it. The reactants are: [OH:1][C:2]1[C:11]2[C:6](=[CH:7][CH:8]=[CH:9][CH:10]=2)[C:5]([NH:17][OH:18])([CH2:12][CH2:13][CH:14]([CH3:16])[CH3:15])[C:4](=[O:19])[C:3]=1[C:20]1[NH:25][C:24]2[CH:26]=[CH:27][C:28]([N:30]([CH2:35][C:36]([O:38]CC)=[O:37])[S:31]([CH3:34])(=[O:33])=[O:32])=[CH:29][C:23]=2[S:22](=[O:42])(=[O:41])[N:21]=1. (7) The reactants are: [CH3:1][O:2][C:3]1[CH:4]=[N:5][C:6]2[C:11]([CH:12]=1)=[C:10](B1OC(C)(C)C(C)(C)O1)[CH:9]=[CH:8][CH:7]=2.[OH-:22].[Na+].OO. Given the product [CH3:1][O:2][C:3]1[CH:4]=[N:5][C:6]2[CH:7]=[CH:8][CH:9]=[C:10]([OH:22])[C:11]=2[CH:12]=1, predict the reactants needed to synthesize it.